From a dataset of Peptide-MHC class I binding affinity with 185,985 pairs from IEDB/IMGT. Regression. Given a peptide amino acid sequence and an MHC pseudo amino acid sequence, predict their binding affinity value. This is MHC class I binding data. The peptide sequence is RTMPNESRV. The MHC is HLA-A02:06 with pseudo-sequence HLA-A02:06. The binding affinity (normalized) is 0.534.